Dataset: Forward reaction prediction with 1.9M reactions from USPTO patents (1976-2016). Task: Predict the product of the given reaction. (1) Given the reactants Cl[C:2]1[N:7]=[C:6]([CH2:8][CH2:9][C:10]2[CH:15]=[CH:14][CH:13]=[CH:12][C:11]=2[C:16]2([C:19]([NH2:21])=[O:20])[CH2:18][CH2:17]2)[C:5]([Cl:22])=[CH:4][N:3]=1.[NH2:23][C:24]1[CH:29]=[CH:28][C:27]([CH:30]([NH:32][C:33](=[O:39])[O:34][C:35]([CH3:38])([CH3:37])[CH3:36])[CH3:31])=[CH:26][CH:25]=1.CC1(C)C2C(=C(P(C3C=CC=CC=3)C3C=CC=CC=3)C=CC=2)OC2C(P(C3C=CC=CC=3)C3C=CC=CC=3)=CC=CC1=2.C([O-])([O-])=O.[Cs+].[Cs+], predict the reaction product. The product is: [C:19]([C:16]1([C:11]2[CH:12]=[CH:13][CH:14]=[CH:15][C:10]=2[CH2:9][CH2:8][C:6]2[C:5]([Cl:22])=[CH:4][N:3]=[C:2]([NH:23][C:24]3[CH:29]=[CH:28][C:27]([CH:30]([NH:32][C:33](=[O:39])[O:34][C:35]([CH3:38])([CH3:37])[CH3:36])[CH3:31])=[CH:26][CH:25]=3)[N:7]=2)[CH2:18][CH2:17]1)(=[O:20])[NH2:21]. (2) Given the reactants C([C@@H]1C(OC)=[N:8][C@@H:7]([CH2:12][C:13]2[CH:18]=[CH:17][C:16]([N+:19]([O-:21])=[O:20])=[C:15]([O:22][CH2:23][CH2:24][CH3:25])[CH:14]=2)[C:6]([O:26][CH3:27])=N1)(C)C.Cl.C1C[O:32]CC1, predict the reaction product. The product is: [CH3:27][O:26][C:6](=[O:32])[C@@H:7]([NH2:8])[CH2:12][C:13]1[CH:18]=[CH:17][C:16]([N+:19]([O-:21])=[O:20])=[C:15]([O:22][CH2:23][CH2:24][CH3:25])[CH:14]=1.